From a dataset of Full USPTO retrosynthesis dataset with 1.9M reactions from patents (1976-2016). Predict the reactants needed to synthesize the given product. (1) Given the product [NH2:1][C@@H:2]([CH:4]1[CH2:5][CH2:6][N:7]([C:10]([O:12][C:13]([CH3:14])([CH3:16])[CH3:15])=[O:11])[CH2:8][CH2:9]1)[CH3:3], predict the reactants needed to synthesize it. The reactants are: [NH2:1][CH:2]([CH:4]1[CH2:9][CH2:8][N:7]([C:10]([O:12][C:13]([CH3:16])([CH3:15])[CH3:14])=[O:11])[CH2:6][CH2:5]1)[CH3:3].C(O)(=O)[C@@H](C1C=CC=CC=1)O. (2) Given the product [CH3:8][C:2]([O:9][CH:10]1[CH2:15][CH2:14][CH2:13][CH2:12][O:11]1)([CH3:1])[C:3]([OH:5])=[O:4], predict the reactants needed to synthesize it. The reactants are: [CH3:1][C:2]([O:9][CH:10]1[CH2:15][CH2:14][CH2:13][CH2:12][O:11]1)([CH3:8])[C:3]([O:5]CC)=[O:4].[OH-].[Li+]. (3) Given the product [C:1]([C@H:5]1[CH2:6][CH2:7][C@H:8]([O:11][C:12]2[CH:21]=[C:20]3[C:15]([CH:16]=[C:17]([C:28]([NH:40][C@H:35]([C:36]([CH3:39])([CH3:38])[CH3:37])[C:34]([OH:33])=[O:41])=[O:29])[N:18]=[C:19]3[CH2:22][CH:23]3[CH2:24][CH2:25][CH2:26][CH2:27]3)=[CH:14][CH:13]=2)[CH2:9][CH2:10]1)([CH3:4])([CH3:2])[CH3:3], predict the reactants needed to synthesize it. The reactants are: [C:1]([C@H:5]1[CH2:10][CH2:9][C@H:8]([O:11][C:12]2[CH:21]=[C:20]3[C:15]([CH:16]=[C:17]([C:28](O)=[O:29])[N:18]=[C:19]3[CH2:22][CH:23]3[CH2:27][CH2:26][CH2:25][CH2:24]3)=[CH:14][CH:13]=2)[CH2:7][CH2:6]1)([CH3:4])([CH3:3])[CH3:2].Cl.C[O:33][C:34](=[O:41])[C@@H:35]([NH2:40])[C:36]([CH3:39])([CH3:38])[CH3:37].